The task is: Predict the product of the given reaction.. This data is from Forward reaction prediction with 1.9M reactions from USPTO patents (1976-2016). (1) Given the reactants [O:1]=[C:2]([C:12]1[CH:17]=[CH:16][CH:15]=[CH:14][CH:13]=1)[CH2:3][NH:4][C:5](=[O:11])[O:6][C:7]([CH3:10])([CH3:9])[CH3:8].[CH2:18]=[O:19].[C:20]([O-:23])([O-])=O.[K+].[K+].Cl.[Na+].[Cl-], predict the reaction product. The product is: [OH:19][CH2:18][C:3]([NH:4][C:5](=[O:11])[O:6][C:7]([CH3:10])([CH3:8])[CH3:9])([CH2:20][OH:23])[C:2](=[O:1])[C:12]1[CH:17]=[CH:16][CH:15]=[CH:14][CH:13]=1. (2) Given the reactants Br.Br[CH2:3][C:4]([C:6]1[CH:11]=[CH:10][N:9]=[CH:8][CH:7]=1)=O.[NH2:12][C:13](=[S:23])[CH2:14][NH:15][C:16](=[O:22])[O:17][C:18]([CH3:21])([CH3:20])[CH3:19].C(O)C, predict the reaction product. The product is: [C:18]([O:17][C:16](=[O:22])[NH:15][CH2:14][C:13]1[S:23][C:4]([C:6]2[CH:11]=[CH:10][N:9]=[CH:8][CH:7]=2)=[CH:3][N:12]=1)([CH3:21])([CH3:19])[CH3:20]. (3) Given the reactants Br[C:2]1[CH:15]=[CH:14][C:5]([O:6][Si:7]([C:10]([CH3:13])([CH3:12])[CH3:11])([CH3:9])[CH3:8])=[CH:4][C:3]=1[O:16][CH3:17].[CH3:18][C:19]1([CH3:35])[C:23]([CH3:25])([CH3:24])[O:22][B:21]([B:21]2[O:22][C:23]([CH3:25])([CH3:24])[C:19]([CH3:35])([CH3:18])[O:20]2)[O:20]1.C([O-])(=O)C.[K+].C(Cl)Cl, predict the reaction product. The product is: [C:10]([Si:7]([O:6][C:5]1[CH:14]=[CH:15][C:2]([B:21]2[O:22][C:23]([CH3:25])([CH3:24])[C:19]([CH3:35])([CH3:18])[O:20]2)=[C:3]([O:16][CH3:17])[CH:4]=1)([CH3:9])[CH3:8])([CH3:13])([CH3:12])[CH3:11]. (4) The product is: [CH3:3][O:4][C:5]1[CH:10]=[C:9]([O:11][CH3:12])[CH:8]=[CH:7][C:6]=1[CH2:13][N:14]([CH2:16][C:17]1[C:21]([F:22])=[C:20]([C:23]2[C:24]([F:29])=[N:25][CH:26]=[CH:27][CH:28]=2)[N:19]([S:51]([C:47]2[CH:46]=[N:45][CH:50]=[CH:49][CH:48]=2)(=[O:53])=[O:52])[CH:18]=1)[CH3:15]. Given the reactants [H-].[Na+].[CH3:3][O:4][C:5]1[CH:10]=[C:9]([O:11][CH3:12])[CH:8]=[CH:7][C:6]=1[CH2:13][N:14]([CH2:16][C:17]1[C:21]([F:22])=[C:20]([C:23]2[C:24]([F:29])=[N:25][CH:26]=[CH:27][CH:28]=2)[NH:19][CH:18]=1)[CH3:15].C1OCCOCCOCCOCCOC1.[N:45]1[CH:50]=[CH:49][CH:48]=[C:47]([S:51](Cl)(=[O:53])=[O:52])[CH:46]=1, predict the reaction product.